From a dataset of Forward reaction prediction with 1.9M reactions from USPTO patents (1976-2016). Predict the product of the given reaction. (1) Given the reactants [NH2:1][C:2]1[CH:3]=[C:4]([CH:9]=[C:10]([C:12]([F:15])([F:14])[F:13])[CH:11]=1)[C:5]([NH:7][CH3:8])=[O:6].N1C=CC=CC=1.[Cl:22][C:23]1[CH:28]=[C:27]([O:29][C:30]2[C:31]3[N:38]([CH3:39])[CH:37]=[CH:36][C:32]=3[N:33]=[CH:34][N:35]=2)[CH:26]=[CH:25][C:24]=1[NH:40][C:41](=O)[O:42]C1C=CC=CC=1, predict the reaction product. The product is: [Cl:22][C:23]1[CH:28]=[C:27]([O:29][C:30]2[C:31]3[N:38]([CH3:39])[CH:37]=[CH:36][C:32]=3[N:33]=[CH:34][N:35]=2)[CH:26]=[CH:25][C:24]=1[NH:40][C:41]([NH:1][C:2]1[CH:3]=[C:4]([CH:9]=[C:10]([C:12]([F:13])([F:14])[F:15])[CH:11]=1)[C:5]([NH:7][CH3:8])=[O:6])=[O:42]. (2) Given the reactants FC(F)(F)C(O)=O.[CH2:8]([NH:10][C:11]1[N:12]([CH2:43][CH:44]([CH3:46])[CH3:45])[C:13]2[C:22]3[CH:21]=[CH:20][CH:19]=[CH:18][C:17]=3[N:16]=[C:15]([N:23](CC3C=CC(OC)=CC=3)CC3C=CC(OC)=CC=3)[C:14]=2[N:42]=1)[CH3:9].[OH-].[Na+].C(=O)(O)[O-].[Na+], predict the reaction product. The product is: [CH2:8]([NH:10][C:11]1[N:12]([CH2:43][CH:44]([CH3:45])[CH3:46])[C:13]2[C:22]3[CH:21]=[CH:20][CH:19]=[CH:18][C:17]=3[N:16]=[C:15]([NH2:23])[C:14]=2[N:42]=1)[CH3:9]. (3) Given the reactants [N:1]([C@@H:4]([C@H:41]([C:49]1[CH:54]=[C:53]([F:55])[CH:52]=[C:51]([F:56])[CH:50]=1)[C:42]1[CH:47]=[CH:46][C:45]([F:48])=[CH:44][CH:43]=1)[C:5]([NH:7][C:8]1[CH:9]=[N:10][CH:11]=[C:12]([F:40])[C:13]=1[CH2:14][CH2:15][C@H:16]([NH:30][S:31]([C:34]1[CH:39]=[CH:38][CH:37]=[CH:36][CH:35]=1)(=[O:33])=[O:32])[CH2:17][N:18]([CH2:26][C@@H:27](O)[CH3:28])[C:19](=[O:25])[O:20][C:21]([CH3:24])([CH3:23])[CH3:22])=[O:6])=[N+:2]=[N-:3].C1(P(C2C=CC=CC=2)C2C=CC=CC=2)C=CC=CC=1.CC(OC(/N=N/C(OC(C)C)=O)=O)C.O, predict the reaction product. The product is: [N:1]([C@@H:4]([C@H:41]([C:49]1[CH:54]=[C:53]([F:55])[CH:52]=[C:51]([F:56])[CH:50]=1)[C:42]1[CH:43]=[CH:44][C:45]([F:48])=[CH:46][CH:47]=1)[C:5]([NH:7][C:8]1[CH:9]=[N:10][CH:11]=[C:12]([F:40])[C:13]=1[CH2:14][CH2:15][C@@H:16]1[N:30]([S:31]([C:34]2[CH:39]=[CH:38][CH:37]=[CH:36][CH:35]=2)(=[O:32])=[O:33])[C@H:27]([CH3:28])[CH2:26][N:18]([C:19]([O:20][C:21]([CH3:22])([CH3:23])[CH3:24])=[O:25])[CH2:17]1)=[O:6])=[N+:2]=[N-:3]. (4) Given the reactants [O:1]1[CH2:5][CH2:4][CH:3]([CH2:6][C:7]([OH:9])=[O:8])[CH2:2]1.S(=O)(=O)(O)O.[CH3:15]O, predict the reaction product. The product is: [O:1]1[CH2:5][CH2:4][CH:3]([CH2:6][C:7]([O:9][CH3:15])=[O:8])[CH2:2]1.